This data is from Peptide-MHC class II binding affinity with 134,281 pairs from IEDB. The task is: Regression. Given a peptide amino acid sequence and an MHC pseudo amino acid sequence, predict their binding affinity value. This is MHC class II binding data. The peptide sequence is LPQGMVLSCQGSDDI. The MHC is DRB1_0101 with pseudo-sequence DRB1_0101. The binding affinity (normalized) is 0.159.